Dataset: Drug-target binding data from BindingDB using Kd measurements. Task: Regression. Given a target protein amino acid sequence and a drug SMILES string, predict the binding affinity score between them. We predict pKd (pKd = -log10(Kd in M); higher means stronger binding). Dataset: bindingdb_kd. (1) The drug is C[C@@H](Oc1cc(-c2cnn(C3CCNCC3)c2)cnc1N)c1c(Cl)ccc(F)c1Cl. The target protein (P16234) has sequence MGTSHPAFLVLGCLLTGLSLILCQLSLPSILPNENEKVVQLNSSFSLRCFGESEVSWQYPMSEEESSDVEIRNEENNSGLFVTVLEVSSASAAHTGLYTCYYNHTQTEENELEGRHIYIYVPDPDVAFVPLGMTDYLVIVEDDDSAIIPCRTTDPETPVTLHNSEGVVPASYDSRQGFNGTFTVGPYICEATVKGKKFQTIPFNVYALKATSELDLEMEALKTVYKSGETIVVTCAVFNNEVVDLQWTYPGEVKGKGITMLEEIKVPSIKLVYTLTVPEATVKDSGDYECAARQATREVKEMKKVTISVHEKGFIEIKPTFSQLEAVNLHEVKHFVVEVRAYPPPRISWLKNNLTLIENLTEITTDVEKIQEIRYRSKLKLIRAKEEDSGHYTIVAQNEDAVKSYTFELLTQVPSSILDLVDDHHGSTGGQTVRCTAEGTPLPDIEWMICKDIKKCNNETSWTILANNVSNIITEIHSRDRSTVEGRVTFAKVEETIAVR.... The pKd is 5.0. (2) The small molecule is C[C@@H]1C[C@H]2O[C@@H]2/C=C\C=C\C(=O)Cc2c(Cl)c(O)cc(O)c2C(=O)O1. The target protein sequence is MPEETQTQDQPMEEEEVETFAFQAEIAQLMSLIINTFYSNKEIFLRELISNSSDALDKIRYESLTDPSKLDSGKELHINLIPNKQDRTLTIVDTGIGMTKADLINNLGTIAKSGTKAFMEALQAGADISMIGQFGVGFYSAYLVAEKVTVITKHNDDEQYAWESSAGGSFTVRTDTGEPMGRGTKVILHLKEDQTEYLEERRIKEIVKKHSQFIGYPITLFVEKERDKEVSDDEAE. The pKd is 7.3. (3) The small molecule is CO[C@@H]1[C@H](N(C)C(=O)c2ccccc2)C[C@H]2O[C@]1(C)n1c3ccccc3c3c4c(c5c6ccccc6n2c5c31)C(=O)NC4. The target protein (Q9NRM7) has sequence MRPKTFPATTYSGNSRQRLQEIREGLKQPSKSSVQGLPAGPNSDTSLDAKVLGSKDATRQQQQMRATPKFGPYQKALREIRYSLLPFANESGTSAAAEVNRQMLQELVNAGCDQEMAGRALKQTGSRSIEAALEYISKMGYLDPRNEQIVRVIKQTSPGKGLMPTPVTRRPSFEGTGDSFASYHQLSGTPYEGPSFGADGPTALEEMPRPYVDYLFPGVGPHGPGHQHQHPPKGYGASVEAAGAHFPLQGAHYGRPHLLVPGEPLGYGVQRSPSFQSKTPPETGGYASLPTKGQGGPPGAGLAFPPPAAGLYVPHPHHKQAGPAAHQLHVLGSRSQVFASDSPPQSLLTPSRNSLNVDLYELGSTSVQQWPAATLARRDSLQKPGLEAPPRAHVAFRPDCPVPSRTNSFNSHQPRPGPPGKAEPSLPAPNTVTAVTAAHILHPVKSVRVLRPEPQTAVGPSHPAWVPAPAPAPAPAPAPAAEGLDAKEEHALALGGAGAF.... The pKd is 5.7. (4) The drug is O=S(=O)(O)c1cccc2cccc(Nc3ccccc3)c12. The target protein (Q05816) has sequence MASLKDLEGKWRLMESHGFEEYMKELGVGLALRKMAAMAKPDCIITCDGNNITVKTESTVKTTVFSCNLGEKFDETTADGRKTETVCTFQDGALVQHQQWDGKESTITRKLKDGKMIVECVMNNATCTRVYEKVQ. The pKd is 7.2. (5) The small molecule is Nc1ncnc2c1ncn2[C@H]1O[C@@H](CSCC[C@@H](N)C(=O)O)[C@H](O)[C@@H]1O. The target protein sequence is MSSLSIPRQSLYYVNKVTEGRSVSNVQVVSPCQKQGQTYVTAFTPLTSNVQVHTSLEQLSTIRNADVLIFNNALSQIITNADLLTDFLKNATNATAIGGTVIIREDLKDCSDKRQVARLTDYFDVFRTTDSDGNNTGLDLYTVDQVEHSNYVEQNFLDFIFVFRKKVFAPTTDATITFRDFLDKTQYTNTGIDAYEWMFGVNFISPGGYDENLKIIKRFGDFKPGQTMLDIGVGIGGGARQVADEFGVHVHGIDLSSNMLAIALERLHEEKDSRVKYSITDALVYQFEDNSFDYVFSRDCIQHIPDTEKLFSRIYKALKPGGKVLITMYGKGYGEQSDKFKTYVAQRAYFLKNLKEIADIANKTGFVNVQTENMTPRFKEILLEERGHLEQNEAEFMSKFTQRERDSLISGWTDKLGYIEKDNHNWNFFLAQKPFPK. The pKd is 5.2. (6) The drug is NS(=O)(=O)c1cc(C(=O)CSc2nc3c(cnc4ccccc43)[nH]2)ccc1Cl. The target protein (Q8N1Q1) has sequence MSRLSWGYREHNGPIHWKEFFPIADGDQQSPIEIKTKEVKYDSSLRPLSIKYDPSSAKIISNSGHSFNVDFDDTENKSVLRGGPLTGSYRLRQVHLHWGSADDHGSEHIVDGVSYAAELHVVHWNSDKYPSFVEAAHEPDGLAVLGVFLQIGEPNSQLQKITDTLDSIKEKGKQTRFTNFDLLSLLPPSWDYWTYPGSLTVPPLLESVTWIVLKQPINISSQQLAKFRSLLCTAEGEAAAFLVSNHRPPQPLKGRKVRASFH. The pKd is 7.0.